Dataset: Catalyst prediction with 721,799 reactions and 888 catalyst types from USPTO. Task: Predict which catalyst facilitates the given reaction. Reactant: C([O:8][C:9]1[C:13]([O:14]CC2C=CC=CC=2)=[C:12]([C:22](=[O:26])[N:23]([CH3:25])[CH3:24])[N:11]([C:27]2[CH:32]=[CH:31][C:30]([OH:33])=[CH:29][CH:28]=2)[C:10]=1[C:34]([O:36][CH2:37][CH3:38])=[O:35])C1C=CC=CC=1. Product: [CH3:25][N:23]([CH3:24])[C:22]([C:12]1[N:11]([C:27]2[CH:28]=[CH:29][C:30]([OH:33])=[CH:31][CH:32]=2)[C:10]([C:34]([O:36][CH2:37][CH3:38])=[O:35])=[C:9]([OH:8])[C:13]=1[OH:14])=[O:26]. The catalyst class is: 19.